From a dataset of Reaction yield outcomes from USPTO patents with 853,638 reactions. Predict the reaction yield, written as a fraction of the theoretical maximum amount of product (1.0 means a 100% yield; for example, 0.34 means a 34% yield). (1) The reactants are [CH3:1][C:2]1[C:6]([C:7]2[CH:16]=[C:15]3[C:10]([C:11]([NH:18][CH2:19][C:20]4[CH:25]=[CH:24][CH:23]=[CH:22][N:21]=4)=[C:12]([NH2:17])[CH:13]=[N:14]3)=[CH:9][C:8]=2[O:26][CH3:27])=[C:5]([CH3:28])[O:4][N:3]=1.[N:29]#[C:30]Br. No catalyst specified. The product is [CH3:1][C:2]1[C:6]([C:7]2[C:8]([O:26][CH3:27])=[CH:9][C:10]3[C:11]4[N:18]([CH2:19][C:20]5[CH:25]=[CH:24][CH:23]=[CH:22][N:21]=5)[C:30]([NH2:29])=[N:17][C:12]=4[CH:13]=[N:14][C:15]=3[CH:16]=2)=[C:5]([CH3:28])[O:4][N:3]=1. The yield is 0.320. (2) The yield is 0.340. The reactants are [CH:1]1([N:4]2[C:9](=[O:10])[CH2:8][C:7](=O)[N:6]([C:12]3[CH:17]=[CH:16][CH:15]=[C:14]([N+:18]([O-:20])=[O:19])[CH:13]=3)[C:5]2=[O:21])[CH2:3][CH2:2]1.P(Cl)(Cl)([Cl:24])=O. The product is [Cl:24][C:7]1[N:6]([C:12]2[CH:17]=[CH:16][CH:15]=[C:14]([N+:18]([O-:20])=[O:19])[CH:13]=2)[C:5](=[O:21])[N:4]([CH:1]2[CH2:3][CH2:2]2)[C:9](=[O:10])[CH:8]=1. The catalyst is O. (3) The reactants are [CH3:1][O:2][C:3]1[CH:4]=[C:5]2[C:9](=[C:10]([CH3:12])[CH:11]=1)[NH:8][C:7]([C:13]1[C:14]([CH3:20])=[N:15][N:16]([CH3:19])[C:17]=1[CH3:18])=[C:6]2[CH:21]=O.[CH3:23][NH:24][C:25]([NH:27][C:28]1[CH:29]=[CH:30][C:31]2[O:35][CH2:34][C:33](=[O:36])[C:32]=2[CH:37]=1)=[O:26].C([O-])([O-])=O.[Na+].[Na+]. The catalyst is Cl.CCO. The product is [CH3:1][O:2][C:3]1[CH:4]=[C:5]2[C:9](=[C:10]([CH3:12])[CH:11]=1)[NH:8][C:7]([C:13]1[C:14]([CH3:20])=[N:15][N:16]([CH3:19])[C:17]=1[CH3:18])=[C:6]2/[CH:21]=[C:34]1\[O:35][C:31]2[CH:30]=[CH:29][C:28]([NH:27][C:25]([NH:24][CH3:23])=[O:26])=[CH:37][C:32]=2[C:33]\1=[O:36]. The yield is 0.140.